This data is from NCI-60 drug combinations with 297,098 pairs across 59 cell lines. The task is: Regression. Given two drug SMILES strings and cell line genomic features, predict the synergy score measuring deviation from expected non-interaction effect. (1) Drug 1: CN(C)N=NC1=C(NC=N1)C(=O)N. Drug 2: C1CN(CCN1C(=O)CCBr)C(=O)CCBr. Cell line: NCI-H226. Synergy scores: CSS=3.81, Synergy_ZIP=-1.93, Synergy_Bliss=-7.09, Synergy_Loewe=-14.3, Synergy_HSA=-7.28. (2) Drug 1: CN1C(=O)N2C=NC(=C2N=N1)C(=O)N. Drug 2: CCCCCOC(=O)NC1=NC(=O)N(C=C1F)C2C(C(C(O2)C)O)O. Cell line: TK-10. Synergy scores: CSS=-5.45, Synergy_ZIP=1.17, Synergy_Bliss=1.33, Synergy_Loewe=-6.06, Synergy_HSA=-5.88. (3) Synergy scores: CSS=40.2, Synergy_ZIP=-1.87, Synergy_Bliss=-5.21, Synergy_Loewe=-38.5, Synergy_HSA=-8.06. Cell line: CAKI-1. Drug 2: CC1=CC2C(CCC3(C2CCC3(C(=O)C)OC(=O)C)C)C4(C1=CC(=O)CC4)C. Drug 1: COC1=C(C=C2C(=C1)N=CN=C2NC3=CC(=C(C=C3)F)Cl)OCCCN4CCOCC4. (4) Drug 1: CNC(=O)C1=NC=CC(=C1)OC2=CC=C(C=C2)NC(=O)NC3=CC(=C(C=C3)Cl)C(F)(F)F. Drug 2: C(CC(=O)O)C(=O)CN.Cl. Cell line: SF-268. Synergy scores: CSS=15.4, Synergy_ZIP=-4.39, Synergy_Bliss=-2.43, Synergy_Loewe=-4.85, Synergy_HSA=-2.22. (5) Drug 1: C1CCC(C1)C(CC#N)N2C=C(C=N2)C3=C4C=CNC4=NC=N3. Drug 2: C1C(C(OC1N2C=NC3=C(N=C(N=C32)Cl)N)CO)O. Cell line: SNB-75. Synergy scores: CSS=-6.06, Synergy_ZIP=2.24, Synergy_Bliss=-3.06, Synergy_Loewe=-7.39, Synergy_HSA=-6.76. (6) Drug 1: CN(C)C1=NC(=NC(=N1)N(C)C)N(C)C. Drug 2: CN1C(=O)N2C=NC(=C2N=N1)C(=O)N. Cell line: CAKI-1. Synergy scores: CSS=-0.110, Synergy_ZIP=1.37, Synergy_Bliss=-0.270, Synergy_Loewe=-0.236, Synergy_HSA=-1.79.